Dataset: Full USPTO retrosynthesis dataset with 1.9M reactions from patents (1976-2016). Task: Predict the reactants needed to synthesize the given product. (1) Given the product [CH3:1][O:2][C:3]([C:5]1[C:6]([OH:24])=[C:7]2[C:12](=[CH:13][N:14]=1)[N:11]([CH2:15][C:16]1[CH:21]=[CH:20][CH:19]=[CH:18][CH:17]=1)[C:10](=[O:22])[C:9]([C:31]1[CH:30]=[CH:29][C:28]([O:27][C:26]([F:25])([F:37])[F:38])=[CH:33][CH:32]=1)=[CH:8]2)=[O:4], predict the reactants needed to synthesize it. The reactants are: [CH3:1][O:2][C:3]([C:5]1[C:6]([OH:24])=[C:7]2[C:12](=[CH:13][N:14]=1)[N:11]([CH2:15][C:16]1[CH:21]=[CH:20][CH:19]=[CH:18][CH:17]=1)[C:10](=[O:22])[C:9](Br)=[CH:8]2)=[O:4].[F:25][C:26]([F:38])([F:37])[O:27][C:28]1[CH:33]=[CH:32][C:31](B(O)O)=[CH:30][CH:29]=1.[O-]P([O-])([O-])=O.[K+].[K+].[K+].COC1C=CC=C(OC)C=1C1C=CC=CC=1P(C1CCCCC1)C1CCCCC1.Cl. (2) Given the product [C:31]([C:26]1[C:25]([CH3:33])=[C:24]([C@@H:23]2[CH2:22][N:7]3[CH2:8][CH2:9][N:10]([C:12]([O:14][CH2:15][C:16]4[CH:21]=[CH:20][CH:19]=[CH:18][CH:17]=4)=[O:13])[CH2:11][C@H:6]3[CH2:5][N:4]2[C:53]([O:55][C:56]([CH3:57])([CH3:58])[CH3:59])=[O:54])[CH:29]=[CH:28][C:27]=1[F:30])#[N:32], predict the reactants needed to synthesize it. The reactants are: C([N:4]1[C@H:23]([C:24]2[CH:29]=[CH:28][C:27]([F:30])=[C:26]([C:31]#[N:32])[C:25]=2[CH3:33])[CH2:22][N:7]2[CH2:8][CH2:9][N:10]([C:12]([O:14][CH2:15][C:16]3[CH:21]=[CH:20][CH:19]=[CH:18][CH:17]=3)=[O:13])[CH2:11][C@H:6]2[CH2:5]1)C=C.CN1C(=O)CC(=O)N(C)C1=O.[C:53](O[C:53]([O:55][C:56]([CH3:59])([CH3:58])[CH3:57])=[O:54])([O:55][C:56]([CH3:59])([CH3:58])[CH3:57])=[O:54].C(N(CC)CC)C. (3) Given the product [OH:1][C:2]1[CH:3]=[C:4]([CH:8]=[C:9]([OH:11])[CH:10]=1)[C:5]([O:7][CH3:12])=[O:6], predict the reactants needed to synthesize it. The reactants are: [OH:1][C:2]1[CH:3]=[C:4]([CH:8]=[C:9]([OH:11])[CH:10]=1)[C:5]([OH:7])=[O:6].[CH3:12]O. (4) Given the product [F:1][C:2]1[CH:3]=[CH:4][C:5]([CH2:8][O:9][C:10]2[CH:19]=[CH:18][C:17](/[CH:20]=[CH:21]\[CH2:22][N:24]3[CH2:29][CH2:28][O:27][CH2:26][CH2:25]3)=[CH:16][C:11]=2[C:12]([O:14][CH3:15])=[O:13])=[CH:6][CH:7]=1, predict the reactants needed to synthesize it. The reactants are: [F:1][C:2]1[CH:7]=[CH:6][C:5]([CH2:8][O:9][C:10]2[CH:19]=[CH:18][C:17](/[CH:20]=[CH:21]\[CH:22]=O)=[CH:16][C:11]=2[C:12]([O:14][CH3:15])=[O:13])=[CH:4][CH:3]=1.[NH:24]1[CH2:29][CH2:28][O:27][CH2:26][CH2:25]1.C(O)(=O)C.C(O[BH-](OC(=O)C)OC(=O)C)(=O)C.[Na+].C([O-])(O)=O.[Na+]. (5) Given the product [CH3:72][C:38]1([CH3:37])[CH2:39][CH2:40][CH2:41][CH:42]1[C:9]1[CH:93]=[C:94]([C:95]([O:97][CH3:109])=[O:96])[CH:3]=[CH:7][C:8]=1[C:28]1[CH:33]=[CH:32][CH:31]=[C:30]([O:34][CH3:35])[CH:29]=1, predict the reactants needed to synthesize it. The reactants are: CC1(C)CCC[C@@H:3]1[C:7]1C=C(COC2C=C([C@H](CC)CC(O)=O)C=CC=2)C=[CH:9][C:8]=1[C:28]1[CH:33]=[CH:32][CH:31]=[C:30]([O:34][CH3:35])[CH:29]=1.[CH3:37][C:38]1([CH3:72])[CH2:42][CH2:41][CH2:40][C@H:39]1C1C=C(COC2C=C([C@H](CC)CC(O)=O)C=CC=2)C=CC=1C1C=CC=C(OC)C=1.CC1(C)CCC[C@@H]1C1C=C(COC2C=C([C@@H:93](CC)[CH2:94][C:95]([OH:97])=[O:96])C=CC=2)C=CC=1C1C=CC=C(OC)C=1.[CH3:109]C1(C)CCC[C@H]1C1C=C(COC2C=C([C@@H](CC)CC(O)=O)C=CC=2)C=CC=1C1C=CC=C(OC)C=1. (6) Given the product [CH2:1]([N:3]([CH:4]1[CH2:9][CH2:8][CH2:7][CH:6]([C:10]2[C:18]3[C:13](=[CH:14][CH:15]=[C:16]([N+:19]([O-:21])=[O:20])[CH:17]=3)[NH:12][CH:11]=2)[CH2:5]1)[C:27](=[O:28])[O:26][C:23]([CH3:25])([CH3:24])[CH3:22])[CH3:2], predict the reactants needed to synthesize it. The reactants are: [CH2:1]([NH:3][CH:4]1[CH2:9][CH2:8][CH2:7][CH:6]([C:10]2[C:18]3[C:13](=[CH:14][CH:15]=[C:16]([N+:19]([O-:21])=[O:20])[CH:17]=3)[NH:12][CH:11]=2)[CH2:5]1)[CH3:2].[CH3:22][C:23]([O:26][C:27](O[C:27]([O:26][C:23]([CH3:25])([CH3:24])[CH3:22])=[O:28])=[O:28])([CH3:25])[CH3:24].C(N(CC)CC)C. (7) Given the product [Cl:1][C:2]1[C:3]2[C:7]([CH:8]=[C:9]([C:11]([NH:13][CH2:14][C:15]3[CH:20]=[CH:19][CH:18]=[C:17]([Cl:21])[CH:16]=3)=[O:12])[CH:10]=1)=[N:6][N:5]([CH2:30][CH2:29][N:26]1[C:27]([CH3:28])=[C:23]([Cl:22])[C:24]([CH3:32])=[N:25]1)[CH:4]=2, predict the reactants needed to synthesize it. The reactants are: [Cl:1][C:2]1[CH:10]=[C:9]([C:11]([NH:13][CH2:14][C:15]2[CH:20]=[CH:19][CH:18]=[C:17]([Cl:21])[CH:16]=2)=[O:12])[CH:8]=[C:7]2[C:3]=1[CH:4]=[N:5][NH:6]2.[Cl:22][C:23]1[C:24]([CH3:32])=[N:25][N:26]([CH2:29][CH2:30]Cl)[C:27]=1[CH3:28].ClC1C=CC=C2C=1C=NN2.